The task is: Predict the product of the given reaction.. This data is from Forward reaction prediction with 1.9M reactions from USPTO patents (1976-2016). (1) The product is: [ClH:9].[CH3:4][C:5]1([CH3:6])[N:22]=[C:21]([NH:20][CH2:19][C:18]2[CH:37]=[CH:38][C:15]([C:13]([OH:12])=[O:14])=[CH:16][CH:17]=2)[NH:23][C:24]([NH:26][CH2:27][CH2:28][CH2:29][CH2:30][CH2:31][CH2:32][CH2:33][CH2:34][CH2:35][CH3:36])=[N:25]1. Given the reactants CO.N1CC[CH2:6][CH2:5][CH2:4]1.[ClH:9].Cl.C[O:12][C:13]([C:15]1[CH:38]=[CH:37][C:18]([CH2:19][NH:20][C:21]([NH:23][C:24]([NH:26][CH2:27][CH2:28][CH2:29][CH2:30][CH2:31][CH2:32][CH2:33][CH2:34][CH2:35][CH3:36])=[NH:25])=[NH:22])=[CH:17][CH:16]=1)=[O:14], predict the reaction product. (2) Given the reactants [CH3:1][C:2]1[C:7]([O:8][CH3:9])=[C:6]([CH2:10]/[CH:11]=[C:12](/[CH2:14][CH2:15][C:16](O)=[O:17])\[CH3:13])[C:5]([OH:19])=[C:4]2[C:20]([O:22][CH2:23][C:3]=12)=[O:21].[NH2:24][CH2:25][CH2:26][NH:27][C:28](=[O:34])[O:29][C:30]([CH3:33])([CH3:32])[CH3:31].C(Cl)CCl, predict the reaction product. The product is: [OH:19][C:5]1[C:6]([CH2:10]/[CH:11]=[C:12](\[CH3:13])/[CH2:14][CH2:15][C:16]([NH:24][CH2:25][CH2:26][NH:27][C:28](=[O:34])[O:29][C:30]([CH3:31])([CH3:33])[CH3:32])=[O:17])=[C:7]([O:8][CH3:9])[C:2]([CH3:1])=[C:3]2[C:4]=1[C:20](=[O:21])[O:22][CH2:23]2. (3) Given the reactants [OH:1][C:2]1[CH:7]=[CH:6][CH:5]=[CH:4][C:3]=1[C:8]1[CH:9]=[CH:10][C:11]2[N:12]([C:14]([C:18]([O:20][CH2:21][CH3:22])=[O:19])=[C:15]([CH3:17])[N:16]=2)[N:13]=1.Cl[CH2:24][C@H:25]1[CH2:29][O:28][C:27]([CH3:31])([CH3:30])[O:26]1.C([O-])([O-])=O.[K+].[K+], predict the reaction product. The product is: [CH3:30][C:27]1([CH3:31])[O:26][C@@H:25]([CH2:24][O:1][C:2]2[CH:7]=[CH:6][CH:5]=[CH:4][C:3]=2[C:8]2[CH:9]=[CH:10][C:11]3[N:12]([C:14]([C:18]([O:20][CH2:21][CH3:22])=[O:19])=[C:15]([CH3:17])[N:16]=3)[N:13]=2)[CH2:29][O:28]1. (4) Given the reactants C(=O)([O-])[O-].[Cs+].[Cs+].I[CH2:8][CH3:9].[N:10]1[C:15]2[NH:16][C:17]3[C:22]([C:14]=2[CH:13]=[C:12]([C:23]#[N:24])[CH:11]=1)=[CH:21][CH:20]=[CH:19][CH:18]=3, predict the reaction product. The product is: [CH2:8]([N:16]1[C:17]2[C:22](=[CH:21][CH:20]=[CH:19][CH:18]=2)[C:14]2[CH:13]=[C:12]([C:23]#[N:24])[CH:11]=[N:10][C:15]1=2)[CH3:9]. (5) The product is: [CH3:1][C:2]1([OH:9])[CH2:6][CH2:7][C@@H:8]2[C@H:3]1[CH2:4][CH2:5]2. Given the reactants [CH3:1][C:2]([OH:9])([CH2:6][CH:7]=[CH2:8])[CH2:3][CH:4]=[CH2:5], predict the reaction product. (6) Given the reactants [OH:1][C:2]1[CH:3]=[C:4]([CH:32]=[CH:33][CH:34]=1)[C:5]([NH:7][N:8]([C:12](=[O:31])/[CH:13]=[CH:14]/[C:15]1[C:23]2[C:18](=[CH:19][CH:20]=[CH:21][CH:22]=2)[N:17]([C:24]([O:26][C:27]([CH3:30])([CH3:29])[CH3:28])=[O:25])[CH:16]=1)[CH:9]([CH3:11])[CH3:10])=[O:6].[C:35]([O-:38])([O-])=O.[K+].[K+].BrCCBr.BrCCOC1C=C(C=CC=1)C(NN(C(=O)/C=C/[C:62]1C2[C:65](=[CH:66]C=CC=2)[N:64]([C:71](OC(C)(C)C)=O)[CH:63]=1)C(C)C)=O, predict the reaction product. The product is: [CH:9]([N:8]([C:12](=[O:31])/[CH:13]=[CH:14]/[C:15]1[C:23]2[C:18](=[CH:19][CH:20]=[CH:21][CH:22]=2)[N:17]([C:24]([O:26][C:27]([CH3:29])([CH3:28])[CH3:30])=[O:25])[CH:16]=1)[NH:7][C:5](=[O:6])[C:4]1[CH:32]=[CH:33][CH:34]=[C:2]([O:1][CH2:62][CH2:63][N:64]2[CH2:71][CH2:35][O:38][CH2:66][CH2:65]2)[CH:3]=1)([CH3:11])[CH3:10]. (7) Given the reactants Br[C:2]1[CH:10]=[C:9]2[C:5]([C:6]([O:17][CH3:18])=[N:7][N:8]2[C:11]2[CH:16]=[CH:15][CH:14]=[CH:13][CH:12]=2)=[CH:4][CH:3]=1.C(OC([N:26]1[CH2:31][CH2:30][N:29]([CH:32]2[CH2:35][NH:34][CH2:33]2)[CH2:28][CH2:27]1)=O)(C)(C)C.[ClH:36], predict the reaction product. The product is: [ClH:36].[CH3:18][O:17][C:6]1[C:5]2[C:9](=[CH:10][C:2]([N:34]3[CH2:35][CH:32]([N:29]4[CH2:30][CH2:31][NH:26][CH2:27][CH2:28]4)[CH2:33]3)=[CH:3][CH:4]=2)[N:8]([C:11]2[CH:16]=[CH:15][CH:14]=[CH:13][CH:12]=2)[N:7]=1.